Predict the product of the given reaction. From a dataset of Forward reaction prediction with 1.9M reactions from USPTO patents (1976-2016). (1) Given the reactants N1C=CC=C(S(O[C:11]2[CH2:15][CH:14]([C:16](=[O:33])[NH:17][C:18]3[CH:23]=[CH:22][C:21]([Cl:24])=[CH:20][C:19]=3[C:25](=[O:32])[NH:26][CH:27]([CH:29]3[CH2:31][CH2:30]3)[CH3:28])[N:13]([C:34]3[C:39]([Cl:40])=[CH:38][CH:37]=[CH:36][N:35]=3)[N:12]=2)(=O)=O)C=1.C(O)(=O)C.[BrH:45].C(OCC)(=O)C.[OH-].[Na+], predict the reaction product. The product is: [Cl:24][C:21]1[CH:22]=[CH:23][C:18]([NH:17][C:16]([CH:14]2[N:13]([C:34]3[C:39]([Cl:40])=[CH:38][CH:37]=[CH:36][N:35]=3)[N:12]=[C:11]([Br:45])[CH2:15]2)=[O:33])=[C:19]([C:25](=[O:32])[NH:26][CH:27]([CH:29]2[CH2:31][CH2:30]2)[CH3:28])[CH:20]=1. (2) Given the reactants [Cl:1][C:2]1[C:3](=[O:21])[N:4]([CH2:10][CH2:11][C:12]2[CH:20]=[CH:19][C:15]([C:16](O)=[O:17])=[CH:14][CH:13]=2)[C:5]([CH3:9])=[C:6]([Cl:8])[CH:7]=1.C1N=C[N:24](C(N2C=NC=C2)=O)C=1.N, predict the reaction product. The product is: [Cl:1][C:2]1[C:3](=[O:21])[N:4]([CH2:10][CH2:11][C:12]2[CH:20]=[CH:19][C:15]([C:16]([NH2:24])=[O:17])=[CH:14][CH:13]=2)[C:5]([CH3:9])=[C:6]([Cl:8])[CH:7]=1. (3) Given the reactants [CH:1]1[C:10]2[C:5](=[CH:6][CH:7]=[CH:8][CH:9]=2)[CH:4]=[CH:3][C:2]=1B(O)O.[Br:14][C:15]1[CH:27]=[CH:26][C:25]2[C:24]3[C:19](=[CH:20][C:21](I)=[CH:22][CH:23]=3)[C:18]([CH3:30])([CH3:29])[C:17]=2[CH:16]=1.C1(C)C=CC=CC=1.C(=O)([O-])[O-].[Na+].[Na+], predict the reaction product. The product is: [Br:14][C:15]1[CH:27]=[CH:26][C:25]2[C:24]3[C:19](=[CH:20][C:21]([C:2]4[CH:3]=[CH:4][C:5]5[C:10](=[CH:9][CH:8]=[CH:7][CH:6]=5)[CH:1]=4)=[CH:22][CH:23]=3)[C:18]([CH3:30])([CH3:29])[C:17]=2[CH:16]=1. (4) Given the reactants [CH:1]1[C:13]2[CH:12]([CH2:14][O:15][C:16]([N:18]3[CH2:23][C@@H:22]([C:24](=[O:47])[NH:25][CH2:26][C:27]4([CH2:41][CH2:42][CH2:43][CH2:44][O:45][CH3:46])[C:40]5[CH:39]=[CH:38][CH:37]=[CH:36][C:35]=5[O:34][C:33]5[C:28]4=[CH:29][CH:30]=[CH:31][CH:32]=5)[CH2:21][C@@H:20]([NH:48][S:49]([C:52]4[CH:57]=[CH:56][C:55]([OH:58])=[C:54]([O:59][CH3:60])[CH:53]=4)(=[O:51])=[O:50])[CH2:19]3)=[O:17])[C:11]3[C:6](=[CH:7][CH:8]=[CH:9][CH:10]=3)[C:5]=2[CH:4]=[CH:3][CH:2]=1.[CH3:61][N:62]([CH3:66])[CH2:63][CH2:64]O.C1C=CC(P(C2C=CC=CC=2)C2C=CC=CC=2)=CC=1.CCOC(/N=N/C(OCC)=O)=O, predict the reaction product. The product is: [CH:1]1[C:13]2[CH:12]([CH2:14][O:15][C:16]([N:18]3[CH2:23][C@@H:22]([C:24](=[O:47])[NH:25][CH2:26][C:27]4([CH2:41][CH2:42][CH2:43][CH2:44][O:45][CH3:46])[C:28]5[CH:29]=[CH:30][CH:31]=[CH:32][C:33]=5[O:34][C:35]5[C:40]4=[CH:39][CH:38]=[CH:37][CH:36]=5)[CH2:21][C@@H:20]([NH:48][S:49]([C:52]4[CH:57]=[CH:56][C:55]([O:58][CH2:64][CH2:63][N:62]([CH3:66])[CH3:61])=[C:54]([O:59][CH3:60])[CH:53]=4)(=[O:51])=[O:50])[CH2:19]3)=[O:17])[C:11]3[C:6](=[CH:7][CH:8]=[CH:9][CH:10]=3)[C:5]=2[CH:4]=[CH:3][CH:2]=1. (5) Given the reactants [C:1]([C:9]1[N:10]([CH2:20][C:21]([O:23]C(C)(C)C)=[O:22])[C:11]([C:14]2[CH:19]=[CH:18][CH:17]=[CH:16][CH:15]=2)=[CH:12][CH:13]=1)(=[O:8])[C:2]1[CH:7]=[CH:6][CH:5]=[CH:4][CH:3]=1, predict the reaction product. The product is: [C:1]([C:9]1[N:10]([CH2:20][C:21]([OH:23])=[O:22])[C:11]([C:14]2[CH:19]=[CH:18][CH:17]=[CH:16][CH:15]=2)=[CH:12][CH:13]=1)(=[O:8])[C:2]1[CH:7]=[CH:6][CH:5]=[CH:4][CH:3]=1. (6) Given the reactants [C:1]([O:5][C:6]([N:8]1[CH:13]([C:14]([CH3:16])=[CH2:15])[CH2:12][C:11](=[O:17])[CH2:10][CH:9]1[CH2:18][CH3:19])=[O:7])([CH3:4])([CH3:3])[CH3:2].BrCC1C=C(C(F)(F)F)C=[C:24]([O:32]C)[CH:23]=1.C(OCC)(OCC)OCC.C(O)CO, predict the reaction product. The product is: [C:1]([O:5][C:6]([N:8]1[CH:13]([C:14]([CH3:16])=[CH2:15])[CH2:12][C:11]2([O:32][CH2:24][CH2:23][O:17]2)[CH2:10][CH:9]1[CH2:18][CH3:19])=[O:7])([CH3:4])([CH3:3])[CH3:2].